From a dataset of Reaction yield outcomes from USPTO patents with 853,638 reactions. Predict the reaction yield, written as a fraction of the theoretical maximum amount of product (1.0 means a 100% yield; for example, 0.34 means a 34% yield). (1) The reactants are COC1C=CC(C[N:8]2[C:16]3[CH:15]=[CH:14][N:13]=[C:12]([NH:17][CH:18]4[CH2:23][CH2:22][O:21][CH2:20][CH2:19]4)[C:11]=3[C:10]([C:24]3[CH:25]=[C:26]([CH:32]=[C:33]([CH3:35])[N:34]=3)[C:27]([O:29]CC)=O)=[N:9]2)=CC=1.COC1C=CC([CH2:44][N:45]2[C:53]3C=CN=C(NC4CCOCC4)C=3C([Sn](C)(C)C)=N2)=CC=1.BrC1C=C(C=C(C)N=1)C(OCC)=O.[Li+].[Cl-]. The catalyst is [Cu]I.C1C=CC([P]([Pd]([P](C2C=CC=CC=2)(C2C=CC=CC=2)C2C=CC=CC=2)([P](C2C=CC=CC=2)(C2C=CC=CC=2)C2C=CC=CC=2)[P](C2C=CC=CC=2)(C2C=CC=CC=2)C2C=CC=CC=2)(C2C=CC=CC=2)C2C=CC=CC=2)=CC=1.C1COCC1. The product is [CH3:44][N:45]([CH3:53])[C:27](=[O:29])[C:26]1[CH:25]=[C:24]([C:10]2[C:11]3[C:12]([NH:17][CH:18]4[CH2:19][CH2:20][O:21][CH2:22][CH2:23]4)=[N:13][CH:14]=[CH:15][C:16]=3[NH:8][N:9]=2)[N:34]=[C:33]([CH3:35])[CH:32]=1. The yield is 0.400. (2) The reactants are Br[C:2]1[C:7]([F:8])=[C:6]([Cl:9])[CH:5]=[CH:4][C:3]=1[C:10](=[O:12])[CH3:11].[C:13]([O:17][C:18]([CH3:21])([CH3:20])[CH3:19])(=[O:16])[CH:14]=[CH2:15]. The catalyst is CN(C=O)C.CC([O-])=O.CC([O-])=O.[Pd+2]. The product is [C:10]([C:3]1[C:2](/[CH:15]=[CH:14]/[C:13]([O:17][C:18]([CH3:21])([CH3:20])[CH3:19])=[O:16])=[C:7]([F:8])[C:6]([Cl:9])=[CH:5][CH:4]=1)(=[O:12])[CH3:11]. The yield is 0.508. (3) The reactants are C([Li])CCC.CC1(C)CCCC(C)(C)N1.[Cl:16][C:17]1[CH:22]=[N:21][CH:20]=[C:19]([Cl:23])[N:18]=1.[Cl:24][C:25]1[CH:32]=[CH:31][CH:30]=[CH:29][C:26]=1[CH:27]=[O:28].Cl. The yield is 0.800. The catalyst is O1CCCC1.C(=O)(O)[O-].[Na+].C(O)C. The product is [Cl:24][C:25]1[CH:32]=[CH:31][CH:30]=[CH:29][C:26]=1[CH:27]([C:20]1[C:19]([Cl:23])=[N:18][C:17]([Cl:16])=[CH:22][N:21]=1)[OH:28].